The task is: Predict the product of the given reaction.. This data is from Forward reaction prediction with 1.9M reactions from USPTO patents (1976-2016). (1) Given the reactants [NH2:1][C@H:2]([C:13]([NH:15][CH2:16][CH2:17][CH2:18][CH2:19][NH:20][C:21]([O:23][C:24]([CH3:27])([CH3:26])[CH3:25])=[O:22])=[O:14])[CH2:3][C:4]1[C:12]2[C:7](=[CH:8][CH:9]=[CH:10][CH:11]=2)[NH:6][CH:5]=1.[NH:28]([C:53]([O:55][C:56]([CH3:59])([CH3:58])[CH3:57])=[O:54])[C@H:29]([C:45]([NH:47][C@H:48]([C:50](O)=[O:51])[CH3:49])=[O:46])[CH2:30][C:31]1[CH:36]=[CH:35][C:34]([O:37][CH2:38][C:39]2[CH:44]=[CH:43][CH:42]=[CH:41][CH:40]=2)=[CH:33][CH:32]=1.C(Cl)CCl.C1C=CC2N(O)N=NC=2C=1, predict the reaction product. The product is: [NH:28]([C:53]([O:55][C:56]([CH3:57])([CH3:59])[CH3:58])=[O:54])[C@H:29]([C:45]([NH:47][C@H:48]([C:50]([NH:1][C@H:2]([C:13]([NH:15][CH2:16][CH2:17][CH2:18][CH2:19][NH:20][C:21]([O:23][C:24]([CH3:27])([CH3:26])[CH3:25])=[O:22])=[O:14])[CH2:3][C:4]1[C:12]2[C:7](=[CH:8][CH:9]=[CH:10][CH:11]=2)[NH:6][CH:5]=1)=[O:51])[CH3:49])=[O:46])[CH2:30][C:31]1[CH:36]=[CH:35][C:34]([O:37][CH2:38][C:39]2[CH:44]=[CH:43][CH:42]=[CH:41][CH:40]=2)=[CH:33][CH:32]=1. (2) Given the reactants Br[C:2]1[CH:7]=[CH:6][CH:5]=[CH:4][C:3]=1[C:8]1[CH2:13][C:12]([CH3:15])([CH3:14])[CH2:11][C:10]([CH3:17])([CH3:16])[CH:9]=1.[C:18]([O:22][C:23]([N:25]1[CH2:30][CH2:29][NH:28][CH2:27][CH2:26]1)=[O:24])([CH3:21])([CH3:20])[CH3:19].C1(P(C2C=CC=CC=2)C2C=CC3C(=CC=CC=3)C=2C2C3C(=CC=CC=3)C=CC=2P(C2C=CC=CC=2)C2C=CC=CC=2)C=CC=CC=1.CC(C)([O-])C.[Na+], predict the reaction product. The product is: [C:18]([O:22][C:23]([N:25]1[CH2:30][CH2:29][N:28]([C:2]2[CH:7]=[CH:6][CH:5]=[CH:4][C:3]=2[C:8]2[CH2:13][C:12]([CH3:15])([CH3:14])[CH2:11][C:10]([CH3:17])([CH3:16])[CH:9]=2)[CH2:27][CH2:26]1)=[O:24])([CH3:21])([CH3:19])[CH3:20].